Dataset: Forward reaction prediction with 1.9M reactions from USPTO patents (1976-2016). Task: Predict the product of the given reaction. (1) Given the reactants [F:1][C:2]1[CH:10]=[C:9]2[C:5]([C:6]([C:12]3[N:17]=[C:16]4[C:18]([C:21]([OH:23])=O)=[CH:19][NH:20][C:15]4=[N:14][CH:13]=3)=[N:7][N:8]2[CH3:11])=[CH:4][CH:3]=1.Cl.[NH2:25][C:26]1([C:29]#[N:30])[CH2:28][CH2:27]1.CCN=C=NCCCN(C)C.O, predict the reaction product. The product is: [C:29]([C:26]1([NH:25][C:21]([C:18]2[C:16]3=[N:17][C:12]([C:6]4[C:5]5[C:9](=[CH:10][C:2]([F:1])=[CH:3][CH:4]=5)[N:8]([CH3:11])[N:7]=4)=[CH:13][N:14]=[C:15]3[NH:20][CH:19]=2)=[O:23])[CH2:28][CH2:27]1)#[N:30]. (2) Given the reactants [CH2:1]([C:8]1([C:17]([O:19]C)=[O:18])[C:16]2[C:11](=[CH:12][CH:13]=[CH:14][CH:15]=2)[CH2:10][CH2:9]1)[C:2]1[CH:7]=[CH:6][CH:5]=[CH:4][CH:3]=1.[OH-].[Na+].Cl, predict the reaction product. The product is: [CH2:1]([C:8]1([C:17]([OH:19])=[O:18])[C:16]2[C:11](=[CH:12][CH:13]=[CH:14][CH:15]=2)[CH2:10][CH2:9]1)[C:2]1[CH:7]=[CH:6][CH:5]=[CH:4][CH:3]=1. (3) Given the reactants [F:1][C:2]([F:20])([C:8]1[CH:13]=[CH:12][CH:11]=[CH:10][C:9]=1[O:14][CH2:15][C:16]([F:19])([F:18])[F:17])[C:3]([O:5]CC)=[O:4].CO.O.[OH-].[Li+], predict the reaction product. The product is: [F:1][C:2]([F:20])([C:8]1[CH:13]=[CH:12][CH:11]=[CH:10][C:9]=1[O:14][CH2:15][C:16]([F:17])([F:19])[F:18])[C:3]([OH:5])=[O:4]. (4) Given the reactants [CH3:1][N:2]1[C:6]([CH2:7][SH:8])=[N:5][C:4]([N:9]2[CH2:13][CH2:12][CH2:11][CH2:10]2)=[N:3]1.Cl[C:15]1[CH:16]=[CH:17][C:18]2[N:19]([C:21]([CH3:25])=[C:22]([CH3:24])[N:23]=2)[N:20]=1.[H-].[Na+].O, predict the reaction product. The product is: [CH3:24][C:22]1[N:23]=[C:18]2[CH:17]=[CH:16][C:15]([S:8][CH2:7][C:6]3[N:2]([CH3:1])[N:3]=[C:4]([N:9]4[CH2:13][CH2:12][CH2:11][CH2:10]4)[N:5]=3)=[N:20][N:19]2[C:21]=1[CH3:25]. (5) Given the reactants [Br:1][C:2]1[CH:20]=[CH:19][C:5]2[NH:6][C:7]([CH2:9][N:10]([CH3:18])[C:11](=[O:17])[O:12][C:13]([CH3:16])([CH3:15])[CH3:14])=[N:8][C:4]=2[CH:3]=1.CN(C=O)C.C([O-])([O-])=O.[K+].[K+].Cl[CH2:33][O:34][CH3:35], predict the reaction product. The product is: [Br:1][C:2]1[CH:20]=[CH:19][C:5]2[N:6]([CH2:33][O:34][CH3:35])[C:7]([CH2:9][N:10]([CH3:18])[C:11](=[O:17])[O:12][C:13]([CH3:14])([CH3:15])[CH3:16])=[N:8][C:4]=2[CH:3]=1. (6) Given the reactants [Cl:1][C:2]1[CH:7]=[CH:6][C:5]([C:8]2([NH:11][C:12]3[N:17]=[C:16]([O:18][CH2:19][C:20]([F:23])([F:22])[F:21])[N:15]=[C:14]([NH:24][C:25]4[CH:33]=[CH:32][C:28]([C:29](O)=[O:30])=[CH:27][C:26]=4[F:34])[N:13]=3)[CH2:10][CH2:9]2)=[CH:4][CH:3]=1.[NH2:35][CH2:36][C:37]([CH3:48])([CH3:47])[CH2:38][NH:39][C:40](=[O:46])[O:41][C:42]([CH3:45])([CH3:44])[CH3:43].CN(C(ON1N=NC2C=CC=NC1=2)=[N+](C)C)C.F[P-](F)(F)(F)(F)F.CCN(C(C)C)C(C)C, predict the reaction product. The product is: [Cl:1][C:2]1[CH:7]=[CH:6][C:5]([C:8]2([NH:11][C:12]3[N:17]=[C:16]([O:18][CH2:19][C:20]([F:23])([F:21])[F:22])[N:15]=[C:14]([NH:24][C:25]4[CH:33]=[CH:32][C:28]([C:29]([NH:35][CH2:36][C:37]([CH3:48])([CH3:47])[CH2:38][NH:39][C:40](=[O:46])[O:41][C:42]([CH3:43])([CH3:45])[CH3:44])=[O:30])=[CH:27][C:26]=4[F:34])[N:13]=3)[CH2:10][CH2:9]2)=[CH:4][CH:3]=1. (7) Given the reactants Br[C:2]1[N:7]=[C:6]([CH3:8])[NH:5][C:4](=[O:9])[C:3]=1[N+:10]([O-:12])=[O:11].[S:13]1[C:22]2[CH2:21][CH2:20][NH:19][CH2:18][CH2:17][C:16]=2[N:15]=[CH:14]1.C(=O)([O-])[O-].[K+].[K+], predict the reaction product. The product is: [CH3:8][C:6]1[NH:5][C:4](=[O:9])[C:3]([N+:10]([O-:12])=[O:11])=[C:2]([N:19]2[CH2:20][CH2:21][C:22]3[S:13][CH:14]=[N:15][C:16]=3[CH2:17][CH2:18]2)[N:7]=1. (8) The product is: [CH3:17][O:16][CH2:15][CH2:14][O:12][C:6]1[CH:5]=[C:4]2[C:9]([CH:10]=[CH:11][C:2]([CH3:1])=[N:3]2)=[CH:8][CH:7]=1. Given the reactants [CH3:1][C:2]1[CH:11]=[CH:10][C:9]2[C:4](=[CH:5][C:6]([OH:12])=[CH:7][CH:8]=2)[N:3]=1.Br[CH2:14][CH2:15][O:16][CH3:17].C(=O)([O-])[O-].[K+].[K+].CC(C)=O, predict the reaction product. (9) The product is: [F:1][C:2]1[CH:3]=[C:4]([CH:26]=[CH:27][CH:28]=1)[CH2:5][O:6][C:7]1[CH:12]=[CH:11][C:10]([NH:13][C:30]2[C:39]3[C:34](=[CH:35][CH:36]=[C:37]([I:40])[CH:38]=3)[N:33]=[CH:32][N:31]=2)=[CH:9][C:8]=1[C:14]#[C:15][Si:16]([CH:17]([CH3:18])[CH3:19])([CH:20]([CH3:21])[CH3:22])[CH:23]([CH3:25])[CH3:24]. Given the reactants [F:1][C:2]1[CH:3]=[C:4]([CH:26]=[CH:27][CH:28]=1)[CH2:5][O:6][C:7]1[CH:12]=[CH:11][C:10]([NH2:13])=[CH:9][C:8]=1[C:14]#[C:15][Si:16]([CH:23]([CH3:25])[CH3:24])([CH:20]([CH3:22])[CH3:21])[CH:17]([CH3:19])[CH3:18].Cl[C:30]1[C:39]2[C:34](=[CH:35][CH:36]=[C:37]([I:40])[CH:38]=2)[N:33]=[CH:32][N:31]=1, predict the reaction product. (10) Given the reactants [C:1]([O:4][CH2:5][C:6]1[CH:11]=[C:10]([O:12][C:13]2[C:18]3[CH:19]=[CH:20][O:21][C:17]=3[CH:16]=[CH:15][N:14]=2)[CH:9]=[CH:8][C:7]=1B1OC(C)(C)C(C)(C)O1)(=[O:3])[CH3:2].Br[C:32]1[C:33]([CH3:39])=[N:34][CH:35]=[N:36][C:37]=1[CH3:38].C(=O)([O-])[O-].[K+].[K+], predict the reaction product. The product is: [C:1]([O:4][CH2:5][C:6]1[CH:11]=[C:10]([O:12][C:13]2[C:18]3[CH:19]=[CH:20][O:21][C:17]=3[CH:16]=[CH:15][N:14]=2)[CH:9]=[CH:8][C:7]=1[C:32]1[C:33]([CH3:39])=[N:34][CH:35]=[N:36][C:37]=1[CH3:38])(=[O:3])[CH3:2].